Dataset: Forward reaction prediction with 1.9M reactions from USPTO patents (1976-2016). Task: Predict the product of the given reaction. (1) Given the reactants [CH2:1]([C:3]1[CH:18]=[C:17]([C:19]2[O:20][C:21]([C:24]3[S:25][C:26]([CH:30]=O)=[C:27]([CH3:29])[CH:28]=3)=[N:22][N:23]=2)[CH:16]=[C:15]([CH3:32])[C:4]=1[O:5][CH2:6][C@@H:7]([OH:14])[CH2:8][NH:9][C:10](=[O:13])[CH2:11][OH:12])[CH3:2].[CH3:33][NH:34][CH3:35], predict the reaction product. The product is: [CH3:33][N:34]([CH2:30][C:26]1[S:25][C:24]([C:21]2[O:20][C:19]([C:17]3[CH:16]=[C:15]([CH3:32])[C:4]([O:5][CH2:6][C@@H:7]([OH:14])[CH2:8][NH:9][C:10](=[O:13])[CH2:11][OH:12])=[C:3]([CH2:1][CH3:2])[CH:18]=3)=[N:23][N:22]=2)=[CH:28][C:27]=1[CH3:29])[CH3:35]. (2) Given the reactants [Cl:1][C:2]1[CH:7]=[CH:6][C:5]([CH2:8][CH2:9][O:10][CH3:11])=[CH:4][C:3]=1[CH2:12][OH:13].CC(OI1(OC(C)=O)(OC(C)=O)OC(=O)C2C=CC=CC1=2)=O, predict the reaction product. The product is: [Cl:1][C:2]1[CH:7]=[CH:6][C:5]([CH2:8][CH2:9][O:10][CH3:11])=[CH:4][C:3]=1[CH:12]=[O:13].